From a dataset of Forward reaction prediction with 1.9M reactions from USPTO patents (1976-2016). Predict the product of the given reaction. (1) Given the reactants CC(OI1(OC(C)=O)(OC(C)=O)OC(=O)C2C=CC=CC1=2)=O.[OH:23][CH2:24][CH2:25][C:26]1[CH:31]=[CH:30][CH:29]=[CH:28][C:27]=1[N:32]1[CH2:37][CH2:36][CH2:35][CH2:34][C:33]1=[O:38], predict the reaction product. The product is: [O:38]=[C:33]1[CH2:34][CH2:35][CH2:36][CH2:37][N:32]1[C:27]1[CH:28]=[CH:29][CH:30]=[CH:31][C:26]=1[CH2:25][CH:24]=[O:23]. (2) Given the reactants [CH2:1]([N:8]1[CH2:13][CH2:12][C:11]([C:15]2[CH:20]=[CH:19][C:18]([C:21]([F:24])([F:23])[F:22])=[CH:17][CH:16]=2)(O)[CH2:10][CH2:9]1)[C:2]1[CH:7]=[CH:6][CH:5]=[CH:4][CH:3]=1, predict the reaction product. The product is: [CH2:1]([N:8]1[CH2:9][CH:10]=[C:11]([C:15]2[CH:16]=[CH:17][C:18]([C:21]([F:24])([F:22])[F:23])=[CH:19][CH:20]=2)[CH2:12][CH2:13]1)[C:2]1[CH:3]=[CH:4][CH:5]=[CH:6][CH:7]=1. (3) The product is: [CH:29]([N:24]1[CH2:25][CH2:26][CH2:27][C@@H:22]([O:21][C:12]2[C:11]([CH:8]3[CH2:9][CH2:10]3)=[CH:19][C:15]([C:16]([OH:18])=[O:17])=[C:14]([F:20])[CH:13]=2)[CH2:23]1)([C:30]1[CH:35]=[CH:34][CH:33]=[CH:32][CH:31]=1)[C:36]1[CH:41]=[CH:40][CH:39]=[CH:38][CH:37]=1. Given the reactants FC(F)(F)C(O)=O.[CH:8]1([C:11]2[C:12]([O:21][C@@H:22]3[CH2:27][CH2:26][CH2:25][NH:24][CH2:23]3)=[CH:13][C:14]([F:20])=[C:15]([CH:19]=2)[C:16]([OH:18])=[O:17])[CH2:10][CH2:9]1.Br[CH:29]([C:36]1[CH:41]=[CH:40][CH:39]=[CH:38][CH:37]=1)[C:30]1[CH:35]=[CH:34][CH:33]=[CH:32][CH:31]=1.C(=O)([O-])[O-].[K+].[K+].[I-].[Na+].Cl, predict the reaction product.